This data is from Forward reaction prediction with 1.9M reactions from USPTO patents (1976-2016). The task is: Predict the product of the given reaction. (1) Given the reactants Cl.Cl.[F:3][C:4]1[CH:5]=[CH:6][C:7]([CH2:10][NH2:11])=[N:8][CH:9]=1.C(N(CC)CC)C.[C:19](=S)=[S:20], predict the reaction product. The product is: [F:3][C:4]1[CH:5]=[CH:6][C:7]2[N:8]([C:19](=[S:20])[NH:11][CH:10]=2)[CH:9]=1. (2) Given the reactants Cl.[NH:2]1[C:10]2[C:5](=[CH:6][C:7]([NH:11][C:12]3[C:21]4[C:16](=[CH:17][CH:18]=[C:19]([O:22][CH2:23][CH2:24][O:25][CH3:26])[CH:20]=4)[N:15]=[C:14]([C:27]4[CH:28]=[C:29]([NH:33][C:34](=[O:38])[CH2:35][CH2:36][CH3:37])[CH:30]=[CH:31][CH:32]=4)[N:13]=3)=[CH:8][CH:9]=2)[CH:4]=[N:3]1, predict the reaction product. The product is: [NH:2]1[C:10]2[C:5](=[CH:6][C:7]([NH:11][C:12]3[C:21]4[C:16](=[CH:17][CH:18]=[C:19]([O:22][CH2:23][CH2:24][O:25][CH3:26])[CH:20]=4)[N:15]=[C:14]([C:27]4[CH:28]=[C:29]([NH:33][C:34](=[O:38])[CH2:35][CH2:36][CH3:37])[CH:30]=[CH:31][CH:32]=4)[N:13]=3)=[CH:8][CH:9]=2)[CH:4]=[N:3]1. (3) The product is: [Br:1][C:2]1[N:7]=[CH:6][C:5]([C:8]([C:10]2[CH:15]=[CH:14][CH:13]=[CH:12][CH:11]=2)=[N:18][OH:17])=[CH:4][CH:3]=1. Given the reactants [Br:1][C:2]1[N:7]=[CH:6][C:5]([C:8]([C:10]2[CH:15]=[CH:14][CH:13]=[CH:12][CH:11]=2)=O)=[CH:4][CH:3]=1.Cl.[OH:17][NH2:18].C(=O)([O-])[O-].[Na+].[Na+], predict the reaction product. (4) Given the reactants C(OC(N1[CH2:12][CH2:11][CH:10]([NH:13][C:14]([C:16]2[S:17][CH:18]=[CH:19][C:20]=2[NH:21][C:22]2[CH:27]=[CH:26][N:25]=[C:24]3[NH:28][CH:29]=[CH:30][C:23]=23)=[O:15])C1)=O)(C)(C)C.[O:31]1CC[CH2:33][CH:32]1CN, predict the reaction product. The product is: [O:31]1[CH2:32][CH2:33][CH2:12][CH:11]1[CH2:10][NH:13][C:14]([C:16]1[S:17][CH:18]=[CH:19][C:20]=1[NH:21][C:22]1[CH:27]=[CH:26][N:25]=[C:24]2[NH:28][CH:29]=[CH:30][C:23]=12)=[O:15]. (5) Given the reactants [Cl:1][C:2]1[CH:3]=[C:4]([C:9]2[N:10]=[C:11]3[CH:16]=[C:15]([CH3:17])[CH:14]=[CH:13][N:12]3[C:18]=2[CH2:19][C:20]([OH:22])=O)[CH:5]=[CH:6][C:7]=1[Cl:8].[N:23]1[CH:28]=[CH:27][CH:26]=[C:25]([CH2:29][NH:30][CH2:31][CH3:32])[CH:24]=1, predict the reaction product. The product is: [ClH:1].[CH2:31]([N:30]([CH2:29][C:25]1[CH:24]=[N:23][CH:28]=[CH:27][CH:26]=1)[C:20](=[O:22])[CH2:19][C:18]1[N:12]2[CH:13]=[CH:14][C:15]([CH3:17])=[CH:16][C:11]2=[N:10][C:9]=1[C:4]1[CH:5]=[CH:6][C:7]([Cl:8])=[C:2]([Cl:1])[CH:3]=1)[CH3:32]. (6) The product is: [Br:12][C:10]1[CH:9]=[CH:8][C:3]([C:4]([O:6][CH3:7])=[O:5])=[C:2]([I:22])[CH:11]=1. Given the reactants N[C:2]1[CH:11]=[C:10]([Br:12])[CH:9]=[CH:8][C:3]=1[C:4]([O:6][CH3:7])=[O:5].S(=O)(=O)(O)O.N([O-])=O.[Na+].[I-:22].[K+].[OH-].[Na+], predict the reaction product.